This data is from TCR-epitope binding with 47,182 pairs between 192 epitopes and 23,139 TCRs. The task is: Binary Classification. Given a T-cell receptor sequence (or CDR3 region) and an epitope sequence, predict whether binding occurs between them. (1) The epitope is KLVALGINAV. The TCR CDR3 sequence is CASSQETQYF. Result: 1 (the TCR binds to the epitope). (2) The epitope is AMFWSVPTV. The TCR CDR3 sequence is CASSHNWGDRDGQYF. Result: 0 (the TCR does not bind to the epitope). (3) The epitope is EIYKRWII. The TCR CDR3 sequence is CASSEILLRGAETQYF. Result: 1 (the TCR binds to the epitope). (4) The epitope is VVYRGTTTY. The TCR CDR3 sequence is CASSQSTGAEAFF. Result: 1 (the TCR binds to the epitope).